This data is from HIV replication inhibition screening data with 41,000+ compounds from the AIDS Antiviral Screen. The task is: Binary Classification. Given a drug SMILES string, predict its activity (active/inactive) in a high-throughput screening assay against a specified biological target. (1) The molecule is Cc1cc(C)c2c(c1)CC1(Cc3c(C)ccc(C)c3C1=O)C2=O. The result is 0 (inactive). (2) The compound is O=[N+]([O-])c1ccccc1Nc1ccccc1. The result is 0 (inactive).